The task is: Predict the reaction yield, written as a fraction of the theoretical maximum amount of product (1.0 means a 100% yield; for example, 0.34 means a 34% yield).. This data is from Reaction yield outcomes from USPTO patents with 853,638 reactions. (1) The reactants are [CH:1]([C:4]1[CH:19]=[CH:18][C:7]([CH2:8][C:9]2[C:14]([CH3:15])=[CH:13][C:12]([CH3:16])=[CH:11][C:10]=2[OH:17])=[CH:6][CH:5]=1)([CH3:3])[CH3:2].C(=O)([O-])[O-].[K+].[K+].Cl[CH2:27][C:28](=[O:30])[CH3:29].[I-].[K+]. The catalyst is CC(C)=O.O. The product is [CH:1]([C:4]1[CH:19]=[CH:18][C:7]([CH2:8][C:9]2[C:14]([CH3:15])=[CH:13][C:12]([CH3:16])=[CH:11][C:10]=2[O:17][CH2:27][C:28]([CH3:29])=[O:30])=[CH:6][CH:5]=1)([CH3:3])[CH3:2]. The yield is 0.730. (2) The reactants are Br[CH2:2][CH2:3][CH2:4][O:5][C:6]1[CH:15]=[C:14]2[C:9]([C:10]([O:16][C:17]3[CH:22]=[CH:21][C:20]([NH:23][C:24]([NH:26][CH2:27][CH2:28][CH3:29])=[O:25])=[C:19]([Cl:30])[CH:18]=3)=[CH:11][CH:12]=[N:13]2)=[CH:8][C:7]=1[O:31][CH3:32].C(=O)([O-])[O-].[K+].[K+].[CH3:39][NH:40][CH2:41][CH2:42][OH:43].O. The catalyst is CN(C)C=O. The product is [Cl:30][C:19]1[CH:18]=[C:17]([O:16][C:10]2[C:9]3[C:14](=[CH:15][C:6]([O:5][CH2:4][CH2:3][CH2:2][N:40]([CH2:41][CH2:42][OH:43])[CH3:39])=[C:7]([O:31][CH3:32])[CH:8]=3)[N:13]=[CH:12][CH:11]=2)[CH:22]=[CH:21][C:20]=1[NH:23][C:24]([NH:26][CH2:27][CH2:28][CH3:29])=[O:25]. The yield is 0.980.